This data is from Reaction yield outcomes from USPTO patents with 853,638 reactions. The task is: Predict the reaction yield, written as a fraction of the theoretical maximum amount of product (1.0 means a 100% yield; for example, 0.34 means a 34% yield). (1) The reactants are C(N=C=NC(C)C)(C)C.[F:10][C:11]1[CH:19]=[CH:18][C:14]([C:15]([OH:17])=O)=[CH:13][C:12]=1[N+:20]([O-:22])=[O:21].[CH2:23]([NH:27][CH2:28][CH:29]([CH3:31])[CH3:30])[CH:24]([CH3:26])[CH3:25]. The catalyst is C1COCC1. The product is [F:10][C:11]1[CH:19]=[CH:18][C:14]([C:15]([N:27]([CH2:28][CH:29]([CH3:31])[CH3:30])[CH2:23][CH:24]([CH3:26])[CH3:25])=[O:17])=[CH:13][C:12]=1[N+:20]([O-:22])=[O:21]. The yield is 0.630. (2) The reactants are C([O:3][C:4]([C:6]1[CH:7]=[C:8]2[C:13](=[CH:14][CH:15]=1)[N:12]=[CH:11][N:10]=[CH:9]2)=[O:5])C.[OH-].[Na+].Cl. The catalyst is C(O)C. The product is [N:12]1[C:13]2[C:8](=[CH:7][C:6]([C:4]([OH:5])=[O:3])=[CH:15][CH:14]=2)[CH:9]=[N:10][CH:11]=1. The yield is 0.220. (3) The yield is 0.510. The catalyst is O1CCCC1.CC1C=CC=CC=1[P](C1C=CC=CC=1C)([Pd](Cl)(Cl)[P](C1=C(C)C=CC=C1)(C1C=CC=CC=1C)C1C=CC=CC=1C)C1C=CC=CC=1C. The reactants are Br[C:2]1[CH:24]=[CH:23][C:5]2[C:6]3[N:7]([CH:11]=[C:12]([C:14]4[N:18]([CH:19]([CH3:21])[CH3:20])[N:17]=[C:16](C)[N:15]=4)[N:13]=3)[CH2:8][CH2:9][O:10][C:4]=2[CH:3]=1.[Si]([O:32][C:33]([O:35][CH3:36])=[CH2:34])(C(C)(C)C)(C)C.C([Sn](F)(CCCC)CCCC)CCC. The product is [CH:19]([N:18]1[C:14]([C:12]2[N:13]=[C:6]3[C:5]4[CH:23]=[CH:24][C:2]([CH2:34][C:33]([O:35][CH3:36])=[O:32])=[CH:3][C:4]=4[O:10][CH2:9][CH2:8][N:7]3[CH:11]=2)=[N:15][CH:16]=[N:17]1)([CH3:21])[CH3:20]. (4) The reactants are [Br:1][C:2]1[CH:3]=[C:4]([SH:8])[CH:5]=[CH:6][CH:7]=1.C(=O)([O-])[O-].[K+].[K+].I[CH:16]([CH3:18])[CH3:17]. The catalyst is CC(C)=O. The product is [Br:1][C:2]1[CH:7]=[CH:6][CH:5]=[C:4]([S:8][CH:16]([CH3:18])[CH3:17])[CH:3]=1. The yield is 0.932. (5) The reactants are C(C1C=C(NC2N=C(NC3C=CC=C(C(O)=O)C=3)C(F)=CN=2)C=CC=1)(O)=O.[OH:28][C:29]1[CH:30]=[C:31]([NH:39][C:40]2[N:45]=[C:44]([NH:46][C:47]3[CH:52]=[CH:51][C:50]([C:53]([O:55]C)=[O:54])=[C:49]([OH:57])[CH:48]=3)[C:43]([F:58])=[CH:42][N:41]=2)[CH:32]=[CH:33][C:34]=1[C:35]([O:37]C)=[O:36].[OH-].[Na+]. No catalyst specified. The product is [OH:28][C:29]1[CH:30]=[C:31]([NH:39][C:40]2[N:45]=[C:44]([NH:46][C:47]3[CH:52]=[CH:51][C:50]([C:53]([OH:55])=[O:54])=[C:49]([OH:57])[CH:48]=3)[C:43]([F:58])=[CH:42][N:41]=2)[CH:32]=[CH:33][C:34]=1[C:35]([OH:37])=[O:36]. The yield is 0.770. (6) The reactants are [CH3:1][S:2]([N:5]1[CH2:10][CH2:9][NH:8][CH2:7][CH2:6]1)(=[O:4])=[O:3].[Br:11][C:12]1[C:13]2[O:22][C:21]([CH:23]=O)=[CH:20][C:14]=2[C:15](=[O:19])[N:16]([CH3:18])[CH:17]=1. The catalyst is CO.C(O)(=O)C. The product is [Br:11][C:12]1[C:13]2[O:22][C:21]([CH2:23][N:8]3[CH2:9][CH2:10][N:5]([S:2]([CH3:1])(=[O:4])=[O:3])[CH2:6][CH2:7]3)=[CH:20][C:14]=2[C:15](=[O:19])[N:16]([CH3:18])[CH:17]=1. The yield is 0.715.